This data is from Reaction yield outcomes from USPTO patents with 853,638 reactions. The task is: Predict the reaction yield, written as a fraction of the theoretical maximum amount of product (1.0 means a 100% yield; for example, 0.34 means a 34% yield). The reactants are Cl.[CH3:2][O:3][C:4]([C:6]1[S:10][C:9]2[CH:11]=[C:12]([F:15])[CH:13]=[CH:14][C:8]=2[C:7]=1[CH:16]1[CH2:21][CH2:20][NH:19][CH2:18][CH2:17]1)=[O:5].C(N(CC)CC)C.[CH3:29][S:30]([N:33]1[CH2:38][CH2:37][C:36]2[N:39]([CH2:52][CH2:53][CH:54]=O)[N:40]=[C:41]([C:42]3[CH:47]=[CH:46][C:45]([C:48]([F:51])([F:50])[F:49])=[CH:44][CH:43]=3)[C:35]=2[CH2:34]1)(=[O:32])=[O:31].C([O-])(O)=O.[Na+].C(O[BH-](OC(=O)C)OC(=O)C)(=O)C.[Na+]. The catalyst is ClCCl. The product is [CH3:2][O:3][C:4]([C:6]1[S:10][C:9]2[CH:11]=[C:12]([F:15])[CH:13]=[CH:14][C:8]=2[C:7]=1[CH:16]1[CH2:21][CH2:20][N:19]([CH2:54][CH2:53][CH2:52][N:39]2[C:36]3[CH2:37][CH2:38][N:33]([S:30]([CH3:29])(=[O:32])=[O:31])[CH2:34][C:35]=3[C:41]([C:42]3[CH:47]=[CH:46][C:45]([C:48]([F:50])([F:49])[F:51])=[CH:44][CH:43]=3)=[N:40]2)[CH2:18][CH2:17]1)=[O:5]. The yield is 0.770.